This data is from Reaction yield outcomes from USPTO patents with 853,638 reactions. The task is: Predict the reaction yield, written as a fraction of the theoretical maximum amount of product (1.0 means a 100% yield; for example, 0.34 means a 34% yield). (1) The reactants are FC(F)(F)S(O[C:7]1[C:8]([CH3:36])([CH3:35])[C@H:9]2[C@:22]([CH3:25])([CH2:23][CH:24]=1)[C@@H:21]1[C@:12]([CH3:34])([C@@:13]3([CH3:33])[C@H:18]([CH2:19][CH2:20]1)[C@H:17]1[C@H:26]([C:29]([CH3:31])=[CH2:30])[CH2:27][CH2:28][C@:16]1([NH2:32])[CH2:15][CH2:14]3)[CH2:11][CH2:10]2)(=O)=O.CC1(C)C(C)(C)OB([C:47]2[CH2:52][CH2:51][CH:50]([C:53]([O:55][CH3:56])=[O:54])[CH2:49][CH:48]=2)O1.O.C(=O)([O-])[O-].[Na+].[Na+]. The catalyst is O1CCOCC1.O.C1C=CC([P]([Pd]([P](C2C=CC=CC=2)(C2C=CC=CC=2)C2C=CC=CC=2)([P](C2C=CC=CC=2)(C2C=CC=CC=2)C2C=CC=CC=2)[P](C2C=CC=CC=2)(C2C=CC=CC=2)C2C=CC=CC=2)(C2C=CC=CC=2)C2C=CC=CC=2)=CC=1. The product is [NH2:32][C@:16]12[CH2:28][CH2:27][C@@H:26]([C:29]([CH3:31])=[CH2:30])[C@@H:17]1[C@@H:18]1[C@@:13]([CH3:33])([CH2:14][CH2:15]2)[C@@:12]2([CH3:34])[C@@H:21]([C@:22]3([CH3:25])[C@@H:9]([CH2:10][CH2:11]2)[C:8]([CH3:35])([CH3:36])[C:7]([C:47]2[CH2:52][CH2:51][CH:50]([C:53]([O:55][CH3:56])=[O:54])[CH2:49][CH:48]=2)=[CH:24][CH2:23]3)[CH2:20][CH2:19]1. The yield is 0.327. (2) The reactants are [Cl:1][C:2]1[C:3]([CH2:24][NH2:25])=[N:4][CH:5]=[C:6](/[CH:8]=[CH:9]/[CH:10]([C:15]2[CH:20]=[C:19]([Cl:21])[C:18]([Cl:22])=[C:17]([Cl:23])[CH:16]=2)[C:11]([F:14])([F:13])[F:12])[CH:7]=1.[F:26][C:27]([F:33])([F:32])[CH2:28][C:29](O)=[O:30].CCN=C=NCCCN(C)C.Cl.C1C=CC2N(O)N=NC=2C=1.O.CCN(C(C)C)C(C)C. The catalyst is C(Cl)Cl. The product is [Cl:1][C:2]1[C:3]([CH2:24][NH:25][C:29](=[O:30])[CH2:28][C:27]([F:33])([F:32])[F:26])=[N:4][CH:5]=[C:6](/[CH:8]=[CH:9]/[CH:10]([C:15]2[CH:20]=[C:19]([Cl:21])[C:18]([Cl:22])=[C:17]([Cl:23])[CH:16]=2)[C:11]([F:14])([F:12])[F:13])[CH:7]=1. The yield is 0.350. (3) The reactants are [Mg].[C:2]([C:6]1[CH:7]=[C:8](Br)[CH:9]=[CH:10][CH:11]=1)([CH3:5])([CH3:4])[CH3:3].II.[B:15](OC)([O:18]C)[O:16]C. The catalyst is C1COCC1. The product is [C:2]([C:6]1[CH:7]=[C:8]([B:15]([OH:18])[OH:16])[CH:9]=[CH:10][CH:11]=1)([CH3:5])([CH3:4])[CH3:3]. The yield is 0.460. (4) The reactants are Cl[C:2]1[CH:11]=[CH:10][C:5]([C:6]([O:8][CH3:9])=[O:7])=[C:4]([O:12][CH3:13])[CH:3]=1.[C:14]1(B(O)O)[CH:19]=[CH:18][CH:17]=[CH:16][CH:15]=1.C(=O)([O-])[O-].[Cs+].[Cs+]. The catalyst is CN(C)C=O.C(OCC)(=O)C.Cl[Pd](Cl)([P](C1C=CC=CC=1)(C1C=CC=CC=1)C1C=CC=CC=1)[P](C1C=CC=CC=1)(C1C=CC=CC=1)C1C=CC=CC=1. The product is [CH3:13][O:12][C:4]1[CH:3]=[C:2]([C:14]2[CH:19]=[CH:18][CH:17]=[CH:16][CH:15]=2)[CH:11]=[CH:10][C:5]=1[C:6]([O:8][CH3:9])=[O:7]. The yield is 0.412. (5) The reactants are [F:1][C:2]([F:17])([F:16])[C:3]1[NH:4][C:5]2[C:10]([C:11]=1[CH3:12])=[CH:9][CH:8]=[CH:7][C:6]=2[C:13]([OH:15])=O.[N:18]1([C:23]2[CH:24]=[C:25]([CH:27]=[CH:28][CH:29]=2)[NH2:26])[CH:22]=[N:21][CH:20]=[N:19]1.Cl.C(N=C=NCCCN(C)C)C. The catalyst is ClCCl.CN(C)C1C=CN=CC=1. The product is [N:18]1([C:23]2[CH:24]=[C:25]([NH:26][C:13]([C:6]3[CH:7]=[CH:8][CH:9]=[C:10]4[C:5]=3[NH:4][C:3]([C:2]([F:1])([F:17])[F:16])=[C:11]4[CH3:12])=[O:15])[CH:27]=[CH:28][CH:29]=2)[CH:22]=[N:21][CH:20]=[N:19]1. The yield is 0.503. (6) The reactants are [F:1][C:2]1[CH:3]=[C:4]([CH:8]=[C:9]([OH:11])[CH:10]=1)[C:5]([OH:7])=O.CN(C(ON1N=NC2C=CC=NC1=2)=[N+](C)C)C.F[P-](F)(F)(F)(F)F.[NH:36]1[CH2:41][CH2:40][O:39][CH2:38][CH2:37]1. The yield is 0.610. The product is [F:1][C:2]1[CH:3]=[C:4]([C:5]([N:36]2[CH2:41][CH2:40][O:39][CH2:38][CH2:37]2)=[O:7])[CH:8]=[C:9]([OH:11])[CH:10]=1. The catalyst is CN(C=O)C.